This data is from Full USPTO retrosynthesis dataset with 1.9M reactions from patents (1976-2016). The task is: Predict the reactants needed to synthesize the given product. (1) Given the product [F:1][C:2]1[CH:3]=[C:4]([CH2:23][CH2:24][C:25]([OH:27])=[O:26])[CH:5]=[CH:6][C:7]=1[O:8][CH2:9][C:10]1[CH:11]=[CH:12][C:13]([O:16][C:17]2[CH:22]=[CH:21][CH:20]=[CH:19][CH:18]=2)=[CH:14][CH:15]=1, predict the reactants needed to synthesize it. The reactants are: [F:1][C:2]1[CH:3]=[C:4]([CH2:23][CH2:24][C:25]([O:27]CC)=[O:26])[CH:5]=[CH:6][C:7]=1[O:8][CH2:9][C:10]1[CH:15]=[CH:14][C:13]([O:16][C:17]2[CH:22]=[CH:21][CH:20]=[CH:19][CH:18]=2)=[CH:12][CH:11]=1.[OH-].[Na+].Cl. (2) Given the product [Cl:24][CH2:25][CH2:26][CH2:27][O:28][CH:3]([C:14]([O:16][CH2:17][C:18]1[CH:23]=[CH:22][CH:21]=[CH:20][CH:19]=1)=[O:15])[C:4]([O:6][CH2:7][C:8]1[CH:13]=[CH:12][CH:11]=[CH:10][CH:9]=1)=[O:5], predict the reactants needed to synthesize it. The reactants are: [N+](=[C:3]([C:14]([O:16][CH2:17][C:18]1[CH:23]=[CH:22][CH:21]=[CH:20][CH:19]=1)=[O:15])[C:4]([O:6][CH2:7][C:8]1[CH:13]=[CH:12][CH:11]=[CH:10][CH:9]=1)=[O:5])=[N-].[Cl:24][CH2:25][CH2:26][CH2:27][OH:28].